Dataset: Tyrosyl-DNA phosphodiesterase HTS with 341,365 compounds. Task: Binary Classification. Given a drug SMILES string, predict its activity (active/inactive) in a high-throughput screening assay against a specified biological target. (1) The molecule is OC(=O)c1c2CC\C(c2nc2c1cccc2)=C/c1cc(OC)c(OC)cc1. The result is 0 (inactive). (2) The compound is S(Cc1nc(oc1C)c1c(cccc1)C)CC(=O)NCc1ccc(OC)cc1. The result is 0 (inactive).